Dataset: Full USPTO retrosynthesis dataset with 1.9M reactions from patents (1976-2016). Task: Predict the reactants needed to synthesize the given product. (1) Given the product [C:14]([O:13][C:11]([N:18]1[CH2:23][CH2:22][N:21]([C:2]2[CH:3]=[CH:4][C:5]([Cl:10])=[C:6]([O:8][CH3:9])[CH:7]=2)[CH2:20][CH2:19]1)=[O:12])([CH3:17])([CH3:15])[CH3:16], predict the reactants needed to synthesize it. The reactants are: Br[C:2]1[CH:3]=[CH:4][C:5]([Cl:10])=[C:6]([O:8][CH3:9])[CH:7]=1.[C:11]([N:18]1[CH2:23][CH2:22][NH:21][CH2:20][CH2:19]1)([O:13][C:14]([CH3:17])([CH3:16])[CH3:15])=[O:12].CC([O-])(C)C.[Na+].C1C=CC(P(C2C(C3C(P(C4C=CC=CC=4)C4C=CC=CC=4)=CC=C4C=3C=CC=C4)=C3C(C=CC=C3)=CC=2)C2C=CC=CC=2)=CC=1. (2) Given the product [CH3:1][O:2][C:3](=[O:12])[CH2:4][C:5]1[CH:10]=[CH:9][C:8]([NH:11][C:17](=[O:19])[CH3:18])=[C:7]([N+:13]([O-:16])=[O:14])[CH:6]=1, predict the reactants needed to synthesize it. The reactants are: [CH3:1][O:2][C:3](=[O:12])[CH2:4][C:5]1[CH:10]=[CH:9][C:8]([NH2:11])=[CH:7][CH:6]=1.[N+:13]([O-:16])(O)=[O:14].[C:17](OC(=O)C)(=[O:19])[CH3:18]. (3) The reactants are: C([O:5][C:6](=[O:46])[CH2:7][N:8](C(OC(C)(C)C)=O)[C:9]1[CH:14]=[CH:13][CH:12]=[C:11]([CH:15]([CH2:26][C:27]2[CH:32]=[CH:31][C:30]([N:33]([CH2:35][CH2:36][CH2:37][CH3:38])[CH3:34])=[CH:29][CH:28]=2)[NH:16][S:17]([C:20]2[CH:25]=[CH:24][CH:23]=[CH:22][N:21]=2)(=[O:19])=[O:18])[N:10]=1)(C)(C)C.Cl.O1CCOCC1. Given the product [CH2:35]([N:33]([CH3:34])[C:30]1[CH:29]=[CH:28][C:27]([CH2:26][CH:15]([NH:16][S:17]([C:20]2[CH:25]=[CH:24][CH:23]=[CH:22][N:21]=2)(=[O:19])=[O:18])[C:11]2[N:10]=[C:9]([NH:8][CH2:7][C:6]([OH:46])=[O:5])[CH:14]=[CH:13][CH:12]=2)=[CH:32][CH:31]=1)[CH2:36][CH2:37][CH3:38], predict the reactants needed to synthesize it. (4) Given the product [Cl:16][C:17]1[CH:18]=[CH:19][CH:20]=[C:21]2[C:30]=1[C:24]1([CH2:25][CH2:26][N:27]([C:11](=[O:13])[CH2:10][CH2:9][C:4]3[CH:5]=[CH:6][CH:7]=[CH:8][C:3]=3[C:2]([F:1])([F:15])[F:14])[CH2:28][CH2:29]1)[N:23]([CH3:31])[C:22]2=[O:32], predict the reactants needed to synthesize it. The reactants are: [F:1][C:2]([F:15])([F:14])[C:3]1[CH:8]=[CH:7][CH:6]=[CH:5][C:4]=1[CH2:9][CH2:10][C:11]([OH:13])=O.[Cl:16][C:17]1[CH:18]=[CH:19][CH:20]=[C:21]2[C:30]=1[C:24]1([CH2:29][CH2:28][NH:27][CH2:26][CH2:25]1)[N:23]([CH3:31])[C:22]2=[O:32]. (5) Given the product [CH2:1]([O:3][C@@H:4]([CH2:10][C:11]1[CH:12]=[CH:13][C:14]([OH:17])=[CH:15][CH:16]=1)[C:5]([OH:7])=[O:6])[CH3:2].[CH2:1]([O:3][C@H:4]([CH2:10][C:11]1[CH:12]=[CH:13][C:14]([OH:17])=[CH:15][CH:16]=1)[C:5]([O:7][CH2:8][CH3:9])=[O:6])[CH3:2], predict the reactants needed to synthesize it. The reactants are: [CH2:1]([O:3][CH:4]([CH2:10][C:11]1[CH:16]=[CH:15][C:14]([OH:17])=[CH:13][CH:12]=1)[C:5]([O:7][CH2:8][CH3:9])=[O:6])[CH3:2].P([O-])([O-])([O-])=O.C([O-])(=O)C. (6) Given the product [CH2:1]([O:3][C:4]([CH:6]1[C:15]([CH2:16][Br:19])=[CH:14][C:13]2[C:8](=[CH:9][CH:10]=[CH:11][CH:12]=2)[O:7]1)=[O:5])[CH3:2], predict the reactants needed to synthesize it. The reactants are: [CH2:1]([O:3][C:4]([CH:6]1[C:15]([CH2:16]O)=[CH:14][C:13]2[C:8](=[CH:9][CH:10]=[CH:11][CH:12]=2)[O:7]1)=[O:5])[CH3:2].C(Br)(Br)(Br)[Br:19].C1(P(C2C=CC=CC=2)C2C=CC=CC=2)C=CC=CC=1. (7) Given the product [CH3:11][CH2:10][CH2:9][CH2:8][CH:7]([C:6]([OH:5])=[O:17])[CH2:12][CH3:13], predict the reactants needed to synthesize it. The reactants are: C([O:5][CH2:6][CH:7]([CH2:12][CH3:13])[CH2:8][CH2:9][CH2:10][CH3:11])(=O)C=C.C(O)(=[O:17])C=C.C(OCCCCCC(C)C)(=O)CS. (8) Given the product [CH3:1][C:2]1[C:6]([C:7]([O:9][CH2:10][CH3:11])=[O:8])=[CH:5][N:4]([C:13]2[CH:14]=[N:15][CH:16]=[CH:17][CH:18]=2)[N:3]=1, predict the reactants needed to synthesize it. The reactants are: [CH3:1][C:2]1[C:6]([C:7]([O:9][CH2:10][CH3:11])=[O:8])=[CH:5][NH:4][N:3]=1.I[C:13]1[CH:14]=[N:15][CH:16]=[CH:17][CH:18]=1.C(=O)([O-])[O-].[Cs+].[Cs+].O. (9) Given the product [CH:32]([C:3]1[C:2]([OH:1])=[CH:15][C:14]2[C@:13]34[CH2:16][CH2:17][N:18]([C:19]([O:21][CH2:22][C:23]5[CH:28]=[CH:27][CH:26]=[CH:25][CH:24]=5)=[O:20])[C@@H:7]([C@@H:8]3[CH2:9][CH2:10][CH2:11][CH2:12]4)[CH2:6][C:5]=2[CH:4]=1)=[O:33], predict the reactants needed to synthesize it. The reactants are: [OH:1][C:2]1[CH:3]=[CH:4][C:5]2[CH2:6][C@H:7]3[N:18]([C:19]([O:21][CH2:22][C:23]4[CH:28]=[CH:27][CH:26]=[CH:25][CH:24]=4)=[O:20])[CH2:17][CH2:16][C@@:13]4([C:14]=2[CH:15]=1)[C@H:8]3[CH2:9][CH2:10][CH2:11][CH2:12]4.[Mg+2].[Cl-].[Cl-].[CH2:32]=[O:33].